The task is: Predict which catalyst facilitates the given reaction.. This data is from Catalyst prediction with 721,799 reactions and 888 catalyst types from USPTO. (1) Reactant: [NH:1]([CH2:5][CH2:6][OH:7])[CH2:2][CH2:3][OH:4].[C:8]([NH:11][C:12]1[S:13][C:14]([S:18](Cl)(=[O:20])=[O:19])=[C:15]([CH3:17])[N:16]=1)(=[O:10])[CH3:9].C(N(CC)CC)C. Product: [OH:4][CH2:3][CH2:2][N:1]([CH2:5][CH2:6][OH:7])[S:18]([C:14]1[S:13][C:12]([NH:11][C:8](=[O:10])[CH3:9])=[N:16][C:15]=1[CH3:17])(=[O:19])=[O:20]. The catalyst class is: 12. (2) Product: [Cl:21][C:22]1[CH:23]=[CH:24][C:25]([C:30]([F:31])([F:32])[F:33])=[C:26]([CH:29]=1)[CH:27]=[C:15]1[C:16](=[O:18])[O:17][C:12]([CH3:20])([CH3:11])[O:13][C:14]1=[O:19]. The catalyst class is: 93. Reactant: N1CCCCC1.C(O)(=O)C.[CH3:11][C:12]1([CH3:20])[O:17][C:16](=[O:18])[CH2:15][C:14](=[O:19])[O:13]1.[Cl:21][C:22]1[CH:23]=[CH:24][C:25]([C:30]([F:33])([F:32])[F:31])=[C:26]([CH:29]=1)[CH:27]=O. (3) Reactant: [H-].[Na+].[C:3]([C:7]1[N:11]([CH2:12][CH:13]2[CH2:18][CH2:17][CH2:16][CH2:15][CH2:14]2)[C:10]2[CH:19]=[CH:20][C:21]([NH:23][S:24]([C:27]3[CH:32]=[CH:31][CH:30]=[CH:29][CH:28]=3)(=[O:26])=[O:25])=[CH:22][C:9]=2[N:8]=1)([CH3:6])([CH3:5])[CH3:4].[CH3:33]I. Product: [CH:13]1([CH2:12][N:11]2[C:10]3[CH:19]=[CH:20][C:21]([N:23]([CH3:33])[S:24]([C:27]4[CH:32]=[CH:31][CH:30]=[CH:29][CH:28]=4)(=[O:26])=[O:25])=[CH:22][C:9]=3[N:8]=[C:7]2[C:3]([CH3:6])([CH3:4])[CH3:5])[CH2:18][CH2:17][CH2:16][CH2:15][CH2:14]1. The catalyst class is: 1. (4) Reactant: S(O)(O)(=O)=O.N[C:7]1[S:8][C:9]([C:12]2[CH:17]=[CH:16][CH:15]=[CH:14][CH:13]=2)=[N:10][N:11]=1.[BrH:18].N([O-])=O.[Na+]. Product: [Br:18][C:7]1[S:8][C:9]([C:12]2[CH:17]=[CH:16][CH:15]=[CH:14][CH:13]=2)=[N:10][N:11]=1. The catalyst class is: 34. (5) Reactant: [Br:1][C:2]1[CH:3]=[C:4]2[C:9](=[CH:10][CH:11]=1)[O:8][C@@:7]1([CH3:28])[CH2:12][O:13][CH2:14]/[C:15](=N\NS(C3C=CC(C)=CC=3)(=O)=O)/[C@@H:6]1[CH2:5]2.[B]1OC2C(=CC=CC=2)O1.O.O.O.C([O-])(=O)C.[Na+]. Product: [Br:1][C:2]1[CH:3]=[C:4]2[C:9](=[CH:10][CH:11]=1)[O:8][C:7]1([CH3:28])[CH2:12][O:13][CH2:14][CH2:15][CH:6]1[CH2:5]2. The catalyst class is: 373. (6) Reactant: Cl.[NH2:2][C:3](=[O:34])[C:4]([NH:7][C:8](=[O:33])[C:9]1[CH:14]=[CH:13][CH:12]=[C:11]([C:15]2[C:24]3[C:19](=[CH:20][C:21]([OH:30])=[C:22]4[O:27][C:26]([CH3:29])([CH3:28])[CH2:25][C:23]4=3)[CH2:18][C:17]([CH3:32])([CH3:31])[N:16]=2)[CH:10]=1)([CH3:6])[CH3:5].C(=O)([O-])[O-].[K+].[K+].Br[CH2:42][CH2:43][F:44]. Product: [NH2:2][C:3](=[O:34])[C:4]([NH:7][C:8](=[O:33])[C:9]1[CH:14]=[CH:13][CH:12]=[C:11]([C:15]2[C:24]3[C:19](=[CH:20][C:21]([O:30][CH2:42][CH2:43][F:44])=[C:22]4[O:27][C:26]([CH3:28])([CH3:29])[CH2:25][C:23]4=3)[CH2:18][C:17]([CH3:32])([CH3:31])[N:16]=2)[CH:10]=1)([CH3:6])[CH3:5]. The catalyst class is: 9.